Dataset: Catalyst prediction with 721,799 reactions and 888 catalyst types from USPTO. Task: Predict which catalyst facilitates the given reaction. (1) Reactant: [C:1]([NH:4][CH2:5][CH2:6][CH:7]1[C:15]2[C:10](=[CH:11][CH:12]=[C:13]([NH:17][C:18]([CH:20]3[CH2:22][CH2:21]3)=[O:19])[C:14]=2O)[CH2:9][CH2:8]1)(=[O:3])[CH3:2].C1(C)C=CC(S([O-])(=O)=O)=CC=1.[NH+]1C=CC=CC=1. Product: [CH:20]1([C:18]2[O:19][C:14]3[C:15]4[CH:7]([CH2:6][CH2:5][NH:4][C:1](=[O:3])[CH3:2])[CH2:8][CH2:9][C:10]=4[CH:11]=[CH:12][C:13]=3[N:17]=2)[CH2:22][CH2:21]1. The catalyst class is: 113. (2) Reactant: [C:1]([O:5][C:6]([NH:8][C:9](=[CH:14][C:15]1[CH:20]=[CH:19][C:18]([C:21]2[S:22][C:23]([C:26]3[CH:31]=[CH:30][C:29]([O:32][CH2:33][CH2:34][CH2:35][CH2:36][CH2:37][CH2:38][CH3:39])=[CH:28][CH:27]=3)=[CH:24][N:25]=2)=[CH:17][CH:16]=1)[C:10]([O:12][CH3:13])=[O:11])=[O:7])([CH3:4])([CH3:3])[CH3:2].[H][H]. Product: [C:1]([O:5][C:6]([NH:8][CH:9]([CH2:14][C:15]1[CH:20]=[CH:19][C:18]([C:21]2[S:22][C:23]([C:26]3[CH:31]=[CH:30][C:29]([O:32][CH2:33][CH2:34][CH2:35][CH2:36][CH2:37][CH2:38][CH3:39])=[CH:28][CH:27]=3)=[CH:24][N:25]=2)=[CH:17][CH:16]=1)[C:10]([O:12][CH3:13])=[O:11])=[O:7])([CH3:2])([CH3:4])[CH3:3]. The catalyst class is: 505. (3) Reactant: [CH3:1][C:2]1(C)OC(=O)[CH:5]([C:9](=[O:20])[CH2:10][C:11]2[CH:16]=[C:15]([F:17])[C:14]([F:18])=[CH:13][C:12]=2[F:19])[C:4](=[O:21])[O:3]1. Product: [CH2:2]([O:3][C:4](=[O:21])[CH2:5][C:9](=[O:20])[CH2:10][C:11]1[CH:16]=[C:15]([F:17])[C:14]([F:18])=[CH:13][C:12]=1[F:19])[CH3:1]. The catalyst class is: 8. (4) Product: [N:42]1([C:10]2[C:11]3[C:12](=[N:13][CH:14]=[CH:15][C:16]=3[O:17][C:18]3[CH:23]=[CH:22][C:21]([NH:24][C:25]([C:27]4[C:32](=[O:33])[N:31]([C:34]5[CH:39]=[CH:38][C:37]([F:40])=[CH:36][CH:35]=5)[N:30]=[CH:29][CH:28]=4)=[O:26])=[CH:20][C:19]=3[F:41])[N:8]([CH2:7][C:6]3[CH:5]=[CH:4][C:3]([O:2][CH3:1])=[CH:57][CH:56]=3)[N:9]=2)[CH2:48][CH2:47][CH2:46][NH:45][CH2:44][CH2:43]1. Reactant: [CH3:1][O:2][C:3]1[CH:57]=[CH:56][C:6]([CH2:7][N:8]2[C:12]3=[N:13][CH:14]=[CH:15][C:16]([O:17][C:18]4[CH:23]=[CH:22][C:21]([NH:24][C:25]([C:27]5[C:32](=[O:33])[N:31]([C:34]6[CH:39]=[CH:38][C:37]([F:40])=[CH:36][CH:35]=6)[N:30]=[CH:29][CH:28]=5)=[O:26])=[CH:20][C:19]=4[F:41])=[C:11]3[C:10]([N:42]3[CH2:48][CH2:47][CH2:46][N:45](C(OC(C)(C)C)=O)[CH2:44][CH2:43]3)=[N:9]2)=[CH:5][CH:4]=1.FC(F)(F)C(O)=O. The catalyst class is: 2. (5) Reactant: [F:1][C:2]1[CH:3]=[C:4]([CH:28]=[C:29]([F:31])[CH:30]=1)[CH2:5][C@H:6]([NH:20]C(=O)OC(C)(C)C)[C@H:7]([OH:19])[CH2:8][NH:9][CH2:10][C:11]1[CH:16]=[CH:15][CH:14]=[C:13]([O:17][CH3:18])[CH:12]=1.FC(F)(F)C(O)=O. Product: [NH2:20][C@@H:6]([CH2:5][C:4]1[CH:28]=[C:29]([F:31])[CH:30]=[C:2]([F:1])[CH:3]=1)[C@H:7]([OH:19])[CH2:8][NH:9][CH2:10][C:11]1[CH:16]=[CH:15][CH:14]=[C:13]([O:17][CH3:18])[CH:12]=1. The catalyst class is: 2. (6) Reactant: Cl.C[NH:3][C@H:4]([C:8]([OH:10])=[O:9])[CH:5]([CH3:7])[CH3:6].[CH:11]1C=CC2N(O)N=NC=2C=1.[F:21][C:22]1[CH:23]=[C:24]([CH2:29][C:30]([OH:32])=O)[CH:25]=[C:26]([F:28])[CH:27]=1.CCN=C=NCCCN(C)C.CCN(C(C)C)C(C)C. Product: [F:28][C:26]1[CH:25]=[C:24]([CH2:29][C:30]([NH:3][C@H:4]([C:8]([O:10][CH3:11])=[O:9])[CH:5]([CH3:7])[CH3:6])=[O:32])[CH:23]=[C:22]([F:21])[CH:27]=1. The catalyst class is: 2.